Dataset: hERG Central: cardiac toxicity at 1µM, 10µM, and general inhibition. Task: Predict hERG channel inhibition at various concentrations. (1) The molecule is O=C(C1CCCN(S(=O)(=O)c2cccc3cccnc23)C1)N1CCN(c2ccccc2F)CC1. Results: hERG_inhib (hERG inhibition (general)): blocker. (2) The drug is Cc1c(O)ccc2c(CN3CCN(Cc4ccccc4)CC3)cc(=O)oc12. Results: hERG_inhib (hERG inhibition (general)): blocker. (3) The molecule is CN1CCN(c2nc(-c3ccncc3)nc3ccccc23)CC1. Results: hERG_inhib (hERG inhibition (general)): blocker.